This data is from Full USPTO retrosynthesis dataset with 1.9M reactions from patents (1976-2016). The task is: Predict the reactants needed to synthesize the given product. (1) Given the product [Si:17]([O:16][CH2:15][C:9]1[CH:10]=[C:11]([CH:36]=[CH2:37])[CH:12]=[CH:13][C:8]=1[O:7][P:6](=[O:29])([O:24][C:25]([CH3:28])([CH3:27])[CH3:26])[O:5][C:1]([CH3:4])([CH3:3])[CH3:2])([C:20]([CH3:23])([CH3:22])[CH3:21])([CH3:19])[CH3:18], predict the reactants needed to synthesize it. The reactants are: [C:1]([O:5][P:6](=[O:29])([O:24][C:25]([CH3:28])([CH3:27])[CH3:26])[O:7][C:8]1[CH:13]=[CH:12][C:11](Br)=[CH:10][C:9]=1[CH2:15][O:16][Si:17]([C:20]([CH3:23])([CH3:22])[CH3:21])([CH3:19])[CH3:18])([CH3:4])([CH3:3])[CH3:2].C(=O)([O-])[O-].[K+].[K+].[CH:36]1(P(C2CCCCC2)C2CCCCC2)CCCC[CH2:37]1.C(Cl)(Cl)Cl.CO. (2) Given the product [Br:8][C:5]1[CH:6]=[CH:7][C:2]([NH:1][S:25]([C:22]2[CH:21]=[CH:20][C:19]([O:18][CH3:17])=[CH:24][CH:23]=2)(=[O:27])=[O:26])=[C:3]([C:9]([C:11]2[CH:16]=[CH:15][N:14]=[CH:13][CH:12]=2)=[O:10])[CH:4]=1, predict the reactants needed to synthesize it. The reactants are: [NH2:1][C:2]1[CH:7]=[CH:6][C:5]([Br:8])=[CH:4][C:3]=1[C:9]([C:11]1[CH:16]=[CH:15][N:14]=[CH:13][CH:12]=1)=[O:10].[CH3:17][O:18][C:19]1[CH:24]=[CH:23][C:22]([S:25](Cl)(=[O:27])=[O:26])=[CH:21][CH:20]=1. (3) Given the product [CH2:1]([N:8]1[C:17](=[O:18])[C:11]2[CH:12]=[N:13][C:14]([NH:35][C:33]([NH:32][C@@H:30]([C:24]3[CH:29]=[CH:28][CH:27]=[CH:26][CH:25]=3)[CH3:31])=[O:34])=[CH:15][C:10]=2[N:9]1[C:19]([O:21][CH2:22][CH3:23])=[O:20])[C:2]1[CH:7]=[CH:6][CH:5]=[CH:4][CH:3]=1, predict the reactants needed to synthesize it. The reactants are: [CH2:1]([N:8]1[C:17](=[O:18])[C:11]2[CH:12]=[N:13][C:14](Cl)=[CH:15][C:10]=2[N:9]1[C:19]([O:21][CH2:22][CH3:23])=[O:20])[C:2]1[CH:7]=[CH:6][CH:5]=[CH:4][CH:3]=1.[C:24]1([C@H:30]([NH:32][C:33]([NH2:35])=[O:34])[CH3:31])[CH:29]=[CH:28][CH:27]=[CH:26][CH:25]=1.CC(P(C(C)(C)C)C1N(C2C(C3C=CC=CC=3)=NN(C3C=CC=CC=3)C=2C2C=CC=CC=2)N=CC=1)(C)C.P([O-])([O-])([O-])=O.[K+].[K+].[K+]. (4) Given the product [C:8]([O:7][C:6]([N:5]([CH2:4][CH:1]1[CH2:2][CH2:3]1)[C:13]1[CH:18]=[C:17]([C:29]2[O:30][CH:31]=[C:32]([C:34]([O:36][CH2:37][CH3:38])=[O:35])[N:33]=2)[CH:16]=[CH:15][N:14]=1)=[O:12])([CH3:9])([CH3:10])[CH3:11], predict the reactants needed to synthesize it. The reactants are: [CH:1]1([CH2:4][N:5]([C:13]2[CH:18]=[C:17](B3OC(C)(C)C(C)(C)O3)[CH:16]=[CH:15][N:14]=2)[C:6](=[O:12])[O:7][C:8]([CH3:11])([CH3:10])[CH3:9])[CH2:3][CH2:2]1.Br[C:29]1[O:30][CH:31]=[C:32]([C:34]([O:36][CH2:37][CH3:38])=[O:35])[N:33]=1.C(=O)([O-])[O-].[K+].[K+].COCCOC. (5) Given the product [Br:1][C:2]1[CH:3]=[CH:4][C:5]([Cl:10])=[C:6]([CH:9]=1)[CH2:7][P:14](=[O:18])([O:15][CH2:16][CH3:17])[O:13][CH2:11][CH3:12], predict the reactants needed to synthesize it. The reactants are: [Br:1][C:2]1[CH:3]=[CH:4][C:5]([Cl:10])=[C:6]([CH:9]=1)[CH2:7]Br.[CH2:11]([O:13][P:14]([O:18]CC)[O:15][CH2:16][CH3:17])[CH3:12]. (6) Given the product [Cl:19][C:14]1[CH:15]=[CH:16][CH:17]=[C:18]2[C:13]=1[N:12]=[CH:11][N:10]=[C:9]2[C:3]1[CH:4]=[C:5]([O:8][C:21]2[CH:22]=[C:23]([F:32])[CH:24]=[C:25]([S:27]([CH2:30][CH3:31])(=[O:29])=[O:28])[CH:26]=2)[CH:6]=[CH:7][C:2]=1[Cl:1], predict the reactants needed to synthesize it. The reactants are: [Cl:1][C:2]1[CH:7]=[CH:6][C:5]([OH:8])=[CH:4][C:3]=1[C:9]1[C:18]2[C:13](=[C:14]([Cl:19])[CH:15]=[CH:16][CH:17]=2)[N:12]=[CH:11][N:10]=1.F[C:21]1[CH:26]=[C:25]([S:27]([CH2:30][CH3:31])(=[O:29])=[O:28])[CH:24]=[C:23]([F:32])[CH:22]=1. (7) The reactants are: [C:1]1([C:7]#[C:8][C:9]2[CH:28]=[CH:27][C:12]([CH2:13][NH:14][C:15]([C:17]3[CH:18]=[C:19]4[C:24](=[CH:25][CH:26]=3)[N:23]=[CH:22][CH:21]=[CH:20]4)=[O:16])=[CH:11][CH:10]=2)[CH:6]=[CH:5][CH:4]=[CH:3][CH:2]=1.N1C2C(=CC=CC=2)C=CC=1. Given the product [CH:8](/[C:9]1[CH:28]=[CH:27][C:12]([CH2:13][NH:14][C:15]([C:17]2[CH:18]=[C:19]3[C:24](=[CH:25][CH:26]=2)[N:23]=[CH:22][CH:21]=[CH:20]3)=[O:16])=[CH:11][CH:10]=1)=[CH:7]/[C:1]1[CH:2]=[CH:3][CH:4]=[CH:5][CH:6]=1, predict the reactants needed to synthesize it. (8) Given the product [F:1][C:2]([F:7])([F:6])[C:3]([O:5][BH3-:8])=[O:4].[Na+:9], predict the reactants needed to synthesize it. The reactants are: [F:1][C:2]([F:7])([F:6])[C:3]([OH:5])=[O:4].[BH4-:8].[Na+:9]. (9) Given the product [CH3:1][C:2]1[C:6]([CH2:7][N:8]2[CH:12]=[C:11]([N:13]3[CH2:14][C:15]4[C:16](=[CH:19][CH:20]=[CH:21][CH:22]=4)[C:17]3=[O:26])[CH:10]=[N:9]2)=[C:5]([CH3:23])[O:4][N:3]=1, predict the reactants needed to synthesize it. The reactants are: [CH3:1][C:2]1[C:6]([CH2:7][N:8]2[CH:12]=[C:11]([NH:13][CH2:14][C:15]3[CH:22]=[CH:21][CH:20]=[CH:19][C:16]=3[C:17]#N)[CH:10]=[N:9]2)=[C:5]([CH3:23])[O:4][N:3]=1.Cl.C[OH:26].